Dataset: Reaction yield outcomes from USPTO patents with 853,638 reactions. Task: Predict the reaction yield, written as a fraction of the theoretical maximum amount of product (1.0 means a 100% yield; for example, 0.34 means a 34% yield). (1) The reactants are C(O)(C(F)(F)F)=O.[N:8]([CH2:11][C@H:12]1[O:16][C:15](=[O:17])[N:14]([C:18]2[CH:23]=[CH:22][C:21]([C:24]([O:26]C(C)(C)C)=[O:25])=[C:20]([F:31])[CH:19]=2)[CH2:13]1)=[N+:9]=[N-:10]. The catalyst is ClC(Cl)C. The product is [N:8]([CH2:11][C@H:12]1[O:16][C:15](=[O:17])[N:14]([C:18]2[CH:23]=[CH:22][C:21]([C:24]([OH:26])=[O:25])=[C:20]([F:31])[CH:19]=2)[CH2:13]1)=[N+:9]=[N-:10]. The yield is 0.990. (2) The yield is 0.570. The product is [Br:1][C:2]1[CH:10]=[CH:9][C:8]([F:11])=[CH:7][C:3]=1[C:4]1[O:5][N:24]=[C:21]([CH3:22])[N:23]=1. The reactants are [Br:1][C:2]1[CH:10]=[CH:9][C:8]([F:11])=[CH:7][C:3]=1[C:4](Cl)=[O:5].CCN(C(C)C)C(C)C.[C:21](=[N:24]O)([NH2:23])[CH3:22]. The catalyst is C1COCC1.CCOC(C)=O. (3) The catalyst is C(Cl)Cl. The product is [Cl:35][C:30]1[CH:29]=[C:28]([C:25]2[S:24][CH:23]=[C:22]([C:20](=[N:19][NH:18][C:16]([C:13]3[S:12][C:11]([C:9]([NH:8][CH2:7][C:6]([OH:36])=[O:5])=[O:10])=[CH:15][CH:14]=3)=[O:17])[CH3:21])[C:26]=2[OH:27])[CH:33]=[CH:32][C:31]=1[Cl:34]. The reactants are C([O:5][C:6](=[O:36])[CH2:7][NH:8][C:9]([C:11]1[S:12][C:13]([C:16]([NH:18][N:19]=[C:20]([C:22]2[C:26]([OH:27])=[C:25]([C:28]3[CH:33]=[CH:32][C:31]([Cl:34])=[C:30]([Cl:35])[CH:29]=3)[S:24][CH:23]=2)[CH3:21])=[O:17])=[CH:14][CH:15]=1)=[O:10])(C)(C)C.FC(F)(F)C(O)=O. The yield is 0.560. (4) The reactants are [OH:1][N:2]1[C:10](=[O:11])[C:9]2[C:4](=[CH:5][CH:6]=[CH:7][CH:8]=2)[C:3]1=[O:12].O[CH:14]1[CH2:19][N:18]([C:20]([O:22][C:23]([CH3:26])([CH3:25])[CH3:24])=[O:21])[CH2:17][C:16]2[N:27]([CH3:30])[N:28]=[CH:29][C:15]1=2.C1(P(C2C=CC=CC=2)C2C=CC=CC=2)C=CC=CC=1.CC(OC(/N=N/C(OC(C)C)=O)=O)C. The catalyst is C1COCC1. The product is [O:12]=[C:3]1[C:4]2[C:9](=[CH:8][CH:7]=[CH:6][CH:5]=2)[C:10](=[O:11])[N:2]1[O:1][CH:14]1[CH2:19][N:18]([C:20]([O:22][C:23]([CH3:24])([CH3:25])[CH3:26])=[O:21])[CH2:17][C:16]2[N:27]([CH3:30])[N:28]=[CH:29][C:15]1=2. The yield is 0.350.